This data is from Peptide-MHC class II binding affinity with 134,281 pairs from IEDB. The task is: Regression. Given a peptide amino acid sequence and an MHC pseudo amino acid sequence, predict their binding affinity value. This is MHC class II binding data. (1) The peptide sequence is TNIRQAGVQY. The MHC is DRB4_0101 with pseudo-sequence DRB4_0103. The binding affinity (normalized) is 0.365. (2) The peptide sequence is KVERQWIPSVCFSTL. The MHC is DRB1_0404 with pseudo-sequence DRB1_0404. The binding affinity (normalized) is 0.588. (3) The peptide sequence is TVLKQLVKSGVLAMS. The MHC is DRB1_0101 with pseudo-sequence DRB1_0101. The binding affinity (normalized) is 0.622. (4) The peptide sequence is SQDLELSWNLNGLRAY. The MHC is HLA-DQA10101-DQB10501 with pseudo-sequence HLA-DQA10101-DQB10501. The binding affinity (normalized) is 0.505. (5) The peptide sequence is AAATAGTTVYGATAA. The MHC is HLA-DQA10401-DQB10402 with pseudo-sequence HLA-DQA10401-DQB10402. The binding affinity (normalized) is 0.450. (6) The peptide sequence is IMRIKKLTITGKGTL. The MHC is DRB1_0401 with pseudo-sequence DRB1_0401. The binding affinity (normalized) is 0.596. (7) The peptide sequence is DPRQGLAVLRKVKRV. The MHC is DRB1_1101 with pseudo-sequence DRB1_1101. The binding affinity (normalized) is 0.763. (8) The peptide sequence is GYTPATPAAPAGAEP. The MHC is DRB3_0202 with pseudo-sequence DRB3_0202. The binding affinity (normalized) is 0.0985.